Dataset: Catalyst prediction with 721,799 reactions and 888 catalyst types from USPTO. Task: Predict which catalyst facilitates the given reaction. (1) Reactant: [NH:1]1[CH2:6][CH2:5][CH2:4][CH2:3][C:2]1=[O:7].[Li][CH2:9][CH2:10][CH2:11]C.BrCC=C. Product: [CH2:11]([CH:3]1[CH2:4][CH2:5][CH2:6][NH:1][C:2]1=[O:7])[CH:10]=[CH2:9]. The catalyst class is: 1. (2) Reactant: [CH3:1][C:2]1[N:6]=[C:5]([CH2:7][C:8]2[CH:9]=[C:10]([CH2:14][C:15]([O:17]C(C)(C)C)=[O:16])[CH:11]=[CH:12][CH:13]=2)[O:4][N:3]=1.Cl. Product: [CH3:1][C:2]1[N:6]=[C:5]([CH2:7][C:8]2[CH:9]=[C:10]([CH2:14][C:15]([OH:17])=[O:16])[CH:11]=[CH:12][CH:13]=2)[O:4][N:3]=1. The catalyst class is: 12. (3) Reactant: [OH-].[Li+].C[O:4][C:5](=[O:34])[CH2:6][O:7][C:8]1[CH:16]=[CH:15][CH:14]=[C:13]2[C:9]=1[CH:10]=[CH:11][N:12]2[CH2:17][C:18]1[S:22][C:21]([C:23]2[CH:28]=[CH:27][C:26]([C:29]([F:32])([F:31])[F:30])=[CH:25][CH:24]=2)=[N:20][C:19]=1[CH3:33]. Product: [CH3:33][C:19]1[N:20]=[C:21]([C:23]2[CH:24]=[CH:25][C:26]([C:29]([F:32])([F:30])[F:31])=[CH:27][CH:28]=2)[S:22][C:18]=1[CH2:17][N:12]1[C:13]2[C:9](=[C:8]([O:7][CH2:6][C:5]([OH:34])=[O:4])[CH:16]=[CH:15][CH:14]=2)[CH:10]=[CH:11]1. The catalyst class is: 36. (4) Reactant: [C:9](O[C:9]([O:11][C:12]([CH3:15])([CH3:14])[CH3:13])=[O:10])([O:11][C:12]([CH3:15])([CH3:14])[CH3:13])=[O:10].[Cl:16][C:17]1[CH:26]=[CH:25][C:24]2[C:19](=[CH:20][CH:21]=[C:22]([Cl:28])[C:23]=2[NH2:27])[N:18]=1. Product: [CH3:15][C:12]([O:11][C:9](=[O:10])[N:27]([C:23]1[C:22]([Cl:28])=[CH:21][CH:20]=[C:19]2[C:24]=1[CH:25]=[CH:26][C:17]([Cl:16])=[N:18]2)[C:9]([O:11][C:12]([CH3:15])([CH3:14])[CH3:13])=[O:10])([CH3:13])[CH3:14]. The catalyst class is: 594. (5) Reactant: [Br:1][C:2]1[CH:7]=[C:6]([F:8])[CH:5]=[CH:4][C:3]=1[S:9](Cl)(=[O:11])=[O:10].[NH2:13][C:14]1[C:25]([C:26]([O:28][CH3:29])=[O:27])=[C:18]2[N:19]=[C:20]3[CH2:24][CH2:23][CH2:22][N:21]3[C:17]2=[CH:16][CH:15]=1. Product: [Br:1][C:2]1[CH:7]=[C:6]([F:8])[CH:5]=[CH:4][C:3]=1[S:9]([NH:13][C:14]1[C:25]([C:26]([O:28][CH3:29])=[O:27])=[C:18]2[N:19]=[C:20]3[CH2:24][CH2:23][CH2:22][N:21]3[C:17]2=[CH:16][CH:15]=1)(=[O:11])=[O:10]. The catalyst class is: 298. (6) Reactant: [H-].[Na+].[CH2:3]([OH:7])[C:4]#[C:5][CH3:6].[Cl:8][C:9]1[C:14]([Cl:15])=[C:13](Cl)[N:12]=[CH:11][N:10]=1.[Cl-].[NH4+]. Product: [Cl:8][C:9]1[C:14]([Cl:15])=[C:13]([O:7][CH2:3][C:4]#[C:5][CH3:6])[N:12]=[CH:11][N:10]=1. The catalyst class is: 7. (7) Reactant: [CH:1]1[C:9]2[C:8]3[CH:10]=[CH:11][CH:12]=[CH:13][C:7]=3[S:6][C:5]=2[C:4](B(O)O)=[CH:3][CH:2]=1.[Br:17][C:18]1[CH:23]=[C:22]([Cl:24])[CH:21]=[C:20](Br)[CH:19]=1.C([O-])([O-])=O.[K+].[K+]. Product: [Br:17][C:18]1[CH:19]=[C:20]([C:4]2[C:5]3[S:6][C:7]4[CH:13]=[CH:12][CH:11]=[CH:10][C:8]=4[C:9]=3[CH:1]=[CH:2][CH:3]=2)[CH:21]=[C:22]([Cl:24])[CH:23]=1. The catalyst class is: 398.